This data is from Full USPTO retrosynthesis dataset with 1.9M reactions from patents (1976-2016). The task is: Predict the reactants needed to synthesize the given product. (1) The reactants are: [OH:1][C:2]1[CH:7]=[CH:6][C:5]([CH2:8][C:9]([NH:12]C(=O)OCC2C=CC=CC=2)([CH3:11])[CH3:10])=[CH:4][CH:3]=1.Br[CH2:24][CH2:25][CH2:26][C:27]([O:29][CH2:30][CH3:31])=[O:28].C(=O)([O-])[O-].[K+].[K+].[I-].[K+]. Given the product [NH2:12][C:9]([CH3:10])([CH3:11])[CH2:8][C:5]1[CH:4]=[CH:3][C:2]([O:1][CH2:24][CH2:25][CH2:26][C:27]([O:29][CH2:30][CH3:31])=[O:28])=[CH:7][CH:6]=1, predict the reactants needed to synthesize it. (2) Given the product [CH2:1]([O:8][CH2:9][CH2:10][N:11]1[CH:15]=[C:14]([NH:16][C:17]2[CH:24]=[C:23]([N:25]3[C:33]4[CH2:32][C:31]([CH3:34])([CH3:35])[CH2:30][C:29](=[O:36])[C:28]=4[C:27]([CH3:37])=[N:26]3)[CH:22]=[CH:21][C:18]=2[C:19]([NH2:20])=[O:40])[CH:13]=[N:12]1)[C:2]1[CH:7]=[CH:6][CH:5]=[CH:4][CH:3]=1, predict the reactants needed to synthesize it. The reactants are: [CH2:1]([O:8][CH2:9][CH2:10][N:11]1[CH:15]=[C:14]([NH:16][C:17]2[CH:24]=[C:23]([N:25]3[C:33]4[CH2:32][C:31]([CH3:35])([CH3:34])[CH2:30][C:29](=[O:36])[C:28]=4[C:27]([CH3:37])=[N:26]3)[CH:22]=[CH:21][C:18]=2[C:19]#[N:20])[CH:13]=[N:12]1)[C:2]1[CH:7]=[CH:6][CH:5]=[CH:4][CH:3]=1.CC[OH:40].CS(C)=O. (3) Given the product [Cl:3][CH2:6][C:7]1[N:11]([C:12]2[CH:19]=[CH:18][C:15]([C:16]#[N:17])=[C:14]([O:20][C:21]([F:24])([F:23])[F:22])[CH:13]=2)[N:10]=[N:9][N:8]=1, predict the reactants needed to synthesize it. The reactants are: S(Cl)([Cl:3])=O.O[CH2:6][C:7]1[N:11]([C:12]2[CH:19]=[CH:18][C:15]([C:16]#[N:17])=[C:14]([O:20][C:21]([F:24])([F:23])[F:22])[CH:13]=2)[N:10]=[N:9][N:8]=1.